Dataset: Catalyst prediction with 721,799 reactions and 888 catalyst types from USPTO. Task: Predict which catalyst facilitates the given reaction. (1) The catalyst class is: 4. Product: [Cl:1][C:2]1[CH:33]=[CH:32][C:5]2[CH:6]([NH:18][CH2:19][CH2:20][CH2:21][CH2:22][O:23][CH2:24][C:25]([OH:27])=[O:26])[C:7]3[CH:17]=[CH:16][CH:15]=[CH:14][C:8]=3[N:9]([CH3:13])[S:10](=[O:12])(=[O:11])[C:4]=2[CH:3]=1. Reactant: [Cl:1][C:2]1[CH:33]=[CH:32][C:5]2[CH:6]([NH:18][CH2:19][CH2:20][CH2:21][CH2:22][O:23][CH2:24][C:25]([O:27]C(C)(C)C)=[O:26])[C:7]3[CH:17]=[CH:16][CH:15]=[CH:14][C:8]=3[N:9]([CH3:13])[S:10](=[O:12])(=[O:11])[C:4]=2[CH:3]=1.FC(F)(F)C(O)=O. (2) Reactant: [CH2:1]([O:5][C:6]1[CH:11]=[CH:10][C:9]([C@@H:12]([NH:19]C(OC(C)(C)C)=O)[CH2:13][C:14]([O:16][CH2:17][CH3:18])=[O:15])=[CH:8][CH:7]=1)[CH:2]([CH3:4])[CH3:3].Cl. Product: [CH2:1]([O:5][C:6]1[CH:11]=[CH:10][C:9]([C@@H:12]([NH2:19])[CH2:13][C:14]([O:16][CH2:17][CH3:18])=[O:15])=[CH:8][CH:7]=1)[CH:2]([CH3:3])[CH3:4]. The catalyst class is: 13. (3) Product: [N+:11]([C:8]1[CH:7]=[C:3]2[C:2](=[CH:10][CH:9]=1)[NH:1][C:15](=[O:16])[NH:14][C:4]2=[O:6])([O-:13])=[O:12]. The catalyst class is: 52. Reactant: [NH2:1][C:2]1[CH:10]=[CH:9][C:8]([N+:11]([O-:13])=[O:12])=[CH:7][C:3]=1[C:4]([OH:6])=O.[NH2:14][C:15](N)=[O:16].[OH-].[Na+]. (4) Reactant: C1C=CC(P(C2C=CC=CC=2)C2C=CC=CC=2)=CC=1.BrBr.C(N(CC)CC)C.[F:29][C:30]1[CH:58]=[C:57]([S:59]([CH3:62])(=[O:61])=[O:60])[C:56]([F:63])=[CH:55][C:31]=1[O:32][C@H:33]1[CH2:37][CH2:36][N:35]([CH:38]2[CH2:43][CH2:42][N:41]([C:44](=[O:53])[CH2:45][NH:46][C:47](=O)[C:48]([F:51])([F:50])[F:49])[CH2:40][CH2:39]2)[C:34]1=[O:54]. Product: [F:29][C:30]1[CH:58]=[C:57]([S:59]([CH3:62])(=[O:60])=[O:61])[C:56]([F:63])=[CH:55][C:31]=1[O:32][C@H:33]1[CH2:37][CH2:36][N:35]([CH:38]2[CH2:39][CH2:40][N:41]([C:44]3[O:53][C:47]([C:48]([F:51])([F:50])[F:49])=[N:46][CH:45]=3)[CH2:42][CH2:43]2)[C:34]1=[O:54]. The catalyst class is: 6. (5) Reactant: Br[C:2]1[CH:3]=[N:4][CH:5]=[CH:6][CH:7]=1.C([Mg]Cl)(C)C.[F:13][C:14]1[CH:19]=[CH:18][C:17]([B:20]2[O:24][CH2:23]CO2)=[C:16](COCOC)[CH:15]=1.Cl. Product: [F:13][C:14]1[CH:15]=[CH:16][C:17]2[B:20]([C:2]3[CH:3]=[N:4][CH:5]=[CH:6][CH:7]=3)[O:24][CH2:23][C:18]=2[CH:19]=1. The catalyst class is: 20. (6) Reactant: [O:1]1[CH:5]=[CH:4][CH:3]=[C:2]1[C@@H:6]1[O:10][C:9](=O)[N:8](C)[CH2:7]1.[OH-].[K+].[Na+].[Cl-]. Product: [O:1]1[CH:5]=[CH:4][CH:3]=[C:2]1[C@H:6]([OH:10])[CH2:7][NH:8][CH3:9]. The catalyst class is: 237. (7) Reactant: [CH2:1]([CH:8]1[N:17]2[CH:12]([CH2:13][C:14](=[O:23])[C:15]([C:18]([O:20][CH2:21][CH3:22])=[O:19])=[CH:16]2)[C:11]2[CH:24]=[C:25]([O:30][CH3:31])[C:26]([O:28][CH3:29])=[CH:27][C:10]=2[CH2:9]1)[C:2]1[CH:7]=[CH:6][CH:5]=[CH:4][CH:3]=1.C1(Cl)C(=O)C(Cl)=C(Cl)C(=O)C=1Cl. Product: [CH2:1]([CH:8]1[N:17]2[C:12](=[CH:13][C:14](=[O:23])[C:15]([C:18]([O:20][CH2:21][CH3:22])=[O:19])=[CH:16]2)[C:11]2[CH:24]=[C:25]([O:30][CH3:31])[C:26]([O:28][CH3:29])=[CH:27][C:10]=2[CH2:9]1)[C:2]1[CH:7]=[CH:6][CH:5]=[CH:4][CH:3]=1. The catalyst class is: 57.